The task is: Regression. Given a peptide amino acid sequence and an MHC pseudo amino acid sequence, predict their binding affinity value. This is MHC class I binding data.. This data is from Peptide-MHC class I binding affinity with 185,985 pairs from IEDB/IMGT. (1) The peptide sequence is SQDLSVISK. The MHC is HLA-A03:01 with pseudo-sequence HLA-A03:01. The binding affinity (normalized) is 0.484. (2) The peptide sequence is IEELFYSYAT. The MHC is HLA-B45:01 with pseudo-sequence HLA-B45:01. The binding affinity (normalized) is 0.782.